This data is from Choline transporter screen with 302,306 compounds. The task is: Binary Classification. Given a drug SMILES string, predict its activity (active/inactive) in a high-throughput screening assay against a specified biological target. (1) The drug is O=C(Nc1ccc(cc1)C)C1(N(c2ccc(cc2)C)C(=O)Cn2nnnc2N)CCCCC1. The result is 0 (inactive). (2) The compound is O=C(Nc1ccc(n2nnnc2)cc1)CN1CCN(CC1)c1ccc(OC)cc1. The result is 0 (inactive).